This data is from Reaction yield outcomes from USPTO patents with 853,638 reactions. The task is: Predict the reaction yield, written as a fraction of the theoretical maximum amount of product (1.0 means a 100% yield; for example, 0.34 means a 34% yield). The reactants are Cl[CH:2]([C:8]1[CH:13]=[CH:12][CH:11]=[CH:10][CH:9]=1)[C:3]([O:5][CH2:6][CH3:7])=[O:4].[F:14][C:15]1[CH:20]=[CH:19][CH:18]=[CH:17][C:16]=1[N+:21]([O-:23])=[O:22].Cl. The catalyst is CN(C=O)C.O. The product is [F:14][C:15]1[CH:20]=[C:19]([CH:2]([C:8]2[CH:13]=[CH:12][CH:11]=[CH:10][CH:9]=2)[C:3]([O:5][CH2:6][CH3:7])=[O:4])[CH:18]=[CH:17][C:16]=1[N+:21]([O-:23])=[O:22]. The yield is 0.449.